Dataset: M1 muscarinic receptor antagonist screen with 61,756 compounds. Task: Binary Classification. Given a drug SMILES string, predict its activity (active/inactive) in a high-throughput screening assay against a specified biological target. The result is 0 (inactive). The compound is S(=O)(=O)(c1cc2nc(n(c2cc1)CC)C)C(F)(F)C(F)C(F)(F)F.